Predict which catalyst facilitates the given reaction. From a dataset of Catalyst prediction with 721,799 reactions and 888 catalyst types from USPTO. Reactant: N#N.[C:3]([SiH2:7][O:8][C:9]([CH3:18])([CH3:17])[C:10]1[O:11][CH:12]=[C:13]([CH:15]=[O:16])[N:14]=1)([CH3:6])([CH3:5])[CH3:4].[CH3:19][Al](C)C.[NH4+].[Cl-]. Product: [C:3]([SiH2:7][O:8][C:9]([CH3:18])([CH3:17])[C:10]1[O:11][CH:12]=[C:13]([CH:15]([OH:16])[CH3:19])[N:14]=1)([CH3:6])([CH3:4])[CH3:5]. The catalyst class is: 390.